Predict the product of the given reaction. From a dataset of Forward reaction prediction with 1.9M reactions from USPTO patents (1976-2016). (1) The product is: [CH3:1][O:2][C:3]1[N:8]=[CH:7][C:6]([N:9]2[C:13]([C:14]3[CH:15]=[CH:16][CH:17]=[CH:18][CH:19]=3)=[CH:12][C:11]([C:20]([N:29]3[CH2:30][CH2:31][CH2:32][CH2:33][CH:28]3[CH2:27][CH2:26][N:23]=[N+:24]=[N-:25])=[O:22])=[N:10]2)=[CH:5][CH:4]=1. Given the reactants [CH3:1][O:2][C:3]1[N:8]=[CH:7][C:6]([N:9]2[C:13]([C:14]3[CH:19]=[CH:18][CH:17]=[CH:16][CH:15]=3)=[CH:12][C:11]([C:20]([OH:22])=O)=[N:10]2)=[CH:5][CH:4]=1.[N:23]([CH2:26][CH2:27][CH:28]1[CH2:33][CH2:32][CH2:31][CH2:30][NH:29]1)=[N+:24]=[N-:25].ON1C2C=CC=CC=2N=N1.Cl.CN(C)CCCN=C=NCC, predict the reaction product. (2) The product is: [CH3:48][O:47][C:44]1[CH:43]=[CH:42][C:41]([CH2:40][N:8]([CH2:7][C:6]2[CH:49]=[CH:50][C:3]([O:2][CH3:1])=[CH:4][CH:5]=2)[C:9]2[N:14]=[CH:13][C:12]([C:15]3[C:16]4[CH2:29][CH2:28][N:27]([C:30]5[CH:31]=[CH:32][C:33]([C:34]([N:55]6[CH2:56][CH2:57][N:52]([CH3:51])[CH2:53][CH2:54]6)=[O:36])=[CH:37][CH:38]=5)[C:17]=4[N:18]=[C:19]([N:21]4[CH2:22][CH2:23][O:24][CH2:25][CH2:26]4)[N:20]=3)=[CH:11][N:10]=2)=[CH:46][CH:45]=1. Given the reactants [CH3:1][O:2][C:3]1[CH:50]=[CH:49][C:6]([CH2:7][N:8]([CH2:40][C:41]2[CH:46]=[CH:45][C:44]([O:47][CH3:48])=[CH:43][CH:42]=2)[C:9]2[N:14]=[CH:13][C:12]([C:15]3[C:16]4[CH2:29][CH2:28][N:27]([C:30]5[CH:38]=[CH:37][C:33]([C:34]([OH:36])=O)=[CH:32][C:31]=5F)[C:17]=4[N:18]=[C:19]([N:21]4[CH2:26][CH2:25][O:24][CH2:23][CH2:22]4)[N:20]=3)=[CH:11][N:10]=2)=[CH:5][CH:4]=1.[CH3:51][N:52]1[CH2:57][CH2:56][NH:55][CH2:54][CH2:53]1, predict the reaction product.